This data is from Peptide-MHC class I binding affinity with 185,985 pairs from IEDB/IMGT. The task is: Regression. Given a peptide amino acid sequence and an MHC pseudo amino acid sequence, predict their binding affinity value. This is MHC class I binding data. (1) The peptide sequence is GLIVLPFYK. The MHC is HLA-A26:01 with pseudo-sequence HLA-A26:01. The binding affinity (normalized) is 0.0847. (2) The peptide sequence is ARFCFPGL. The MHC is H-2-Db with pseudo-sequence H-2-Db. The binding affinity (normalized) is 0.101. (3) The peptide sequence is VFNNYMPYVF. The MHC is HLA-A26:01 with pseudo-sequence HLA-A26:01. The binding affinity (normalized) is 0.0774.